The task is: Predict the reactants needed to synthesize the given product.. This data is from Full USPTO retrosynthesis dataset with 1.9M reactions from patents (1976-2016). (1) Given the product [C:2]([C:6]1[CH:15]=[CH:14][C:9]([C:10]([O:12][CH3:13])=[O:11])=[CH:8][C:7]=1[CH3:16])(=[O:1])[CH2:3][CH2:4][CH3:5], predict the reactants needed to synthesize it. The reactants are: [OH:1][CH:2]([C:6]1[CH:15]=[CH:14][C:9]([C:10]([O:12][CH3:13])=[O:11])=[CH:8][C:7]=1[CH3:16])[CH2:3][CH2:4][CH3:5]. (2) Given the product [CH3:1][O:2][C:3]1[C:8]2[NH:9][C:10](=[O:12])[N:11]([CH2:22][CH2:23][C:24]([CH3:29])([N+:26]([O-:28])=[O:27])[CH3:25])[C:7]=2[CH:6]=[CH:5][CH:4]=1, predict the reactants needed to synthesize it. The reactants are: [CH3:1][O:2][C:3]1[C:8]2[N:9](C(OCC)=O)[C:10](=[O:12])[NH:11][C:7]=2[CH:6]=[CH:5][CH:4]=1.[OH-].[K+].IC[CH2:22][CH2:23][C:24]([CH3:29])([N+:26]([O-:28])=[O:27])[CH3:25].